This data is from HIV replication inhibition screening data with 41,000+ compounds from the AIDS Antiviral Screen. The task is: Binary Classification. Given a drug SMILES string, predict its activity (active/inactive) in a high-throughput screening assay against a specified biological target. (1) The result is 0 (inactive). The drug is Nc1nc(O)cc(NCC2(CO)CCC2)n1. (2) The drug is O=S(=O)(OCCCCOS(=O)(=O)c1ccc(Cl)c(Cl)c1)c1ccc(Cl)c(Cl)c1. The result is 0 (inactive). (3) The result is 0 (inactive). The drug is CC1(c2ccccc2)CC12C(=O)NC(=O)NC2=O.